This data is from Full USPTO retrosynthesis dataset with 1.9M reactions from patents (1976-2016). The task is: Predict the reactants needed to synthesize the given product. (1) Given the product [ClH:36].[C:22]1([C@H:20]([NH:19][C@H:16]2[CH2:17][CH2:18][C@@H:14]([C:11]3[CH:10]=[CH:9][C:8]([C:7]([NH:6][CH2:5][C:4]([OH:33])=[O:3])=[O:32])=[CH:13][CH:12]=3)[CH2:15]2)[CH3:21])[C:31]2[C:26](=[CH:27][CH:28]=[CH:29][CH:30]=2)[CH:25]=[CH:24][CH:23]=1, predict the reactants needed to synthesize it. The reactants are: C([O:3][C:4](=[O:33])[CH2:5][NH:6][C:7](=[O:32])[C:8]1[CH:13]=[CH:12][C:11]([C@@H:14]2[CH2:18][CH2:17][C@H:16]([NH:19][C@@H:20]([C:22]3[C:31]4[C:26](=[CH:27][CH:28]=[CH:29][CH:30]=4)[CH:25]=[CH:24][CH:23]=3)[CH3:21])[CH2:15]2)=[CH:10][CH:9]=1)C.[OH-].[Na+].[ClH:36]. (2) Given the product [Br:1][C:2]1[CH:3]=[N:4][CH:5]=[C:6]([C:19]([OH:18])([CH3:20])[CH3:13])[CH:12]=1, predict the reactants needed to synthesize it. The reactants are: [Br:1][C:2]1[CH:3]=[N:4][CH:5]=[C:6]([CH:12]=1)C(OCC)=O.[CH3:13][Mg]Br.C([O:18][CH2:19][CH3:20])C.